This data is from Reaction yield outcomes from USPTO patents with 853,638 reactions. The task is: Predict the reaction yield, written as a fraction of the theoretical maximum amount of product (1.0 means a 100% yield; for example, 0.34 means a 34% yield). (1) The reactants are Cl.O.FC(F)(F)C(O)=O.[CH3:10][C:11]1[CH:16]=[C:15]([C:17]2[N:21](C3CCCCO3)[CH:20]=[N:19][N:18]=2)[CH:14]=[CH:13][C:12]=1[C:28]1[N:33]=[C:32]2[NH:34][C:35]3([CH2:40][CH2:39]3)[C:36](=[O:38])[NH:37][C:31]2=[N:30][CH:29]=1. The catalyst is C(O)C. The product is [CH3:10][C:11]1[CH:16]=[C:15]([C:17]2[NH:21][CH:20]=[N:19][N:18]=2)[CH:14]=[CH:13][C:12]=1[C:28]1[N:33]=[C:32]2[NH:34][C:35]3([CH2:39][CH2:40]3)[C:36](=[O:38])[NH:37][C:31]2=[N:30][CH:29]=1. The yield is 0.390. (2) The reactants are [Br:1][CH2:2][C:3]([C:5]1[CH:10]=[CH:9][CH:8]=[CH:7][CH:6]=1)=[O:4].[C:11]([O:15][C:16]([NH:18][CH:19]([C:31]1[CH:36]=[CH:35][CH:34]=[CH:33][C:32]=1[F:37])[C:20]([O:22][C@@H:23]1[CH:28]2[CH2:29][CH2:30][N:25]([CH2:26][CH2:27]2)[CH2:24]1)=[O:21])=[O:17])([CH3:14])([CH3:13])[CH3:12]. The catalyst is CCOC(C)=O.C(#N)C. The product is [Br-:1].[C:11]([O:15][C:16]([NH:18][CH:19]([C:31]1[CH:36]=[CH:35][CH:34]=[CH:33][C:32]=1[F:37])[C:20]([O:22][C@@H:23]1[CH:28]2[CH2:29][CH2:30][N+:25]([CH2:2][C:3](=[O:4])[C:5]3[CH:10]=[CH:9][CH:8]=[CH:7][CH:6]=3)([CH2:26][CH2:27]2)[CH2:24]1)=[O:21])=[O:17])([CH3:14])([CH3:12])[CH3:13]. The yield is 0.620. (3) The reactants are [Br:1][C:2]1[CH:23]=[CH:22][C:5]([CH2:6][C:7]2([C:17](OCC)=[O:18])[CH2:12][CH2:11][CH:10]([C:13]([F:16])([F:15])[F:14])[CH2:9][CH2:8]2)=[C:4](I)[CH:3]=1.C([Mg]Cl)(C)C.[Cl-].[Li+]. The catalyst is C1COCC1. The product is [Br:1][C:2]1[CH:23]=[C:22]2[C:5]([CH2:6][C:7]3([CH2:12][CH2:11][CH:10]([C:13]([F:15])([F:14])[F:16])[CH2:9][CH2:8]3)[C:17]2=[O:18])=[CH:4][CH:3]=1. The yield is 0.520. (4) The reactants are [Si:1]([O:18][CH2:19][C@@H:20]([OH:27])[CH2:21][CH2:22][C:23]1(O)[CH2:25][CH2:24]1)([C:14]([CH3:17])([CH3:16])[CH3:15])([C:8]1[CH:13]=[CH:12][CH:11]=[CH:10][CH:9]=1)[C:2]1[CH:7]=[CH:6][CH:5]=[CH:4][CH:3]=1.C1C=CC(P(C2C=CC=CC=2)C2C=CC=CC=2)=CC=1.N(C(OC(C)C)=O)=NC(OC(C)C)=O. The catalyst is C1COCC1. The product is [CH2:24]1[C:23]2([CH2:22][CH2:21][C@H:20]([CH2:19][O:18][Si:1]([C:14]([CH3:15])([CH3:17])[CH3:16])([C:2]3[CH:3]=[CH:4][CH:5]=[CH:6][CH:7]=3)[C:8]3[CH:13]=[CH:12][CH:11]=[CH:10][CH:9]=3)[O:27]2)[CH2:25]1. The yield is 0.656. (5) The reactants are [Br:1][CH2:2][C:3](=O)[C@@H:4]([NH:15]C(=O)OC(C)(C)C)[CH2:5][C:6]1[CH:11]=[CH:10][C:9]([N+:12]([O-:14])=[O:13])=[CH:8][CH:7]=1.[C:24]([NH2:32])(=[S:31])[C:25]1[CH:30]=[CH:29][CH:28]=[CH:27][CH:26]=1.C(OCC)C. The catalyst is CC#N. The product is [BrH:1].[N+:12]([C:9]1[CH:8]=[CH:7][C:6]([CH2:5][C@@H:4]([C:3]2[N:32]=[C:24]([C:25]3[CH:30]=[CH:29][CH:28]=[CH:27][CH:26]=3)[S:31][CH:2]=2)[NH2:15])=[CH:11][CH:10]=1)([O-:14])=[O:13]. The yield is 0.670. (6) The product is [CH3:1][N:2]([CH3:32])[C:3]([C:5]1[N:26]([CH:27]2[CH2:31][CH2:30][CH2:29][CH2:28]2)[C:8]2[N:9]=[C:10]([NH:13][C:14]3[CH:19]=[CH:18][C:17]([N:20]4[CH2:21][CH2:22][N:23]([CH2:34][CH2:35][F:36])[CH2:24][CH2:25]4)=[CH:16][N:15]=3)[N:11]=[CH:12][C:7]=2[CH:6]=1)=[O:4]. The yield is 0.800. No catalyst specified. The reactants are [CH3:1][N:2]([CH3:32])[C:3]([C:5]1[N:26]([CH:27]2[CH2:31][CH2:30][CH2:29][CH2:28]2)[C:8]2[N:9]=[C:10]([NH:13][C:14]3[CH:19]=[CH:18][C:17]([N:20]4[CH2:25][CH2:24][NH:23][CH2:22][CH2:21]4)=[CH:16][N:15]=3)[N:11]=[CH:12][C:7]=2[CH:6]=1)=[O:4].Br[CH2:34][CH2:35][F:36]. (7) The reactants are [C:1]([O:10]C)(=O)[C:2]1[C:3](=[CH:5][CH:6]=[CH:7][CH:8]=1)[SH:4].[C:12]([C:14]1[CH:19]=[CH:18][CH:17]=[C:16]([S:20][CH2:21][CH3:22])[N:15]=1)#[N:13].C(N(CC)CC)C. The catalyst is C1(C)C=CC=CC=1. The product is [CH2:21]([S:20][C:16]1[N:15]=[C:14]([C:12]2[S:4][C:3]3[CH:5]=[CH:6][CH:7]=[CH:8][C:2]=3[C:1](=[O:10])[N:13]=2)[CH:19]=[CH:18][CH:17]=1)[CH3:22]. The yield is 0.140.